Predict the reactants needed to synthesize the given product. From a dataset of Full USPTO retrosynthesis dataset with 1.9M reactions from patents (1976-2016). (1) The reactants are: O=P(Cl)(Cl)[Cl:3].[C:6]([C:8]1[C:9]([C:17]2[CH:22]=[CH:21][CH:20]=[C:19]([N+:23]([O-:25])=[O:24])[CH:18]=2)=[N:10][C:11]([S:15][CH3:16])=[N:12][C:13]=1O)#[N:7]. Given the product [Cl:3][C:13]1[N:12]=[C:11]([S:15][CH3:16])[N:10]=[C:9]([C:17]2[CH:22]=[CH:21][CH:20]=[C:19]([N+:23]([O-:25])=[O:24])[CH:18]=2)[C:8]=1[C:6]#[N:7], predict the reactants needed to synthesize it. (2) Given the product [NH2:11][CH2:10][C:9]([NH:8][C:6]1[CH:5]=[C:4]([C:20]2[S:42][C:23]3=[N:24][C:25]([N:29]4[CH2:34][CH2:33][NH:32][CH2:31][CH2:30]4)=[CH:26][C:27](=[O:28])[N:22]3[N:21]=2)[CH:3]=[C:2]([Br:1])[CH:7]=1)=[O:19], predict the reactants needed to synthesize it. The reactants are: [Br:1][C:2]1[CH:3]=[C:4]([C:20]2[S:42][C:23]3=[N:24][C:25]([N:29]4[CH2:34][CH2:33][N:32](C(OC(C)(C)C)=O)[CH2:31][CH2:30]4)=[CH:26][C:27](=[O:28])[N:22]3[N:21]=2)[CH:5]=[C:6]([NH:8][C:9](=[O:19])[CH2:10][NH:11]C(OC(C)(C)C)=O)[CH:7]=1.C(O)(C(F)(F)F)=O.